Task: Predict the reaction yield, written as a fraction of the theoretical maximum amount of product (1.0 means a 100% yield; for example, 0.34 means a 34% yield).. Dataset: Reaction yield outcomes from USPTO patents with 853,638 reactions (1) The reactants are [Cl:1][C:2]1[C:11]([CH3:12])=[CH:10][CH:9]=[CH:8][C:3]=1[C:4]([O:6][CH3:7])=[O:5].[Br:13]N1C(=O)CCC1=O.N(/C(C)(C)C#N)=N\C(C)(C)C#N. The catalyst is C(#N)C. The product is [Br:13][CH2:12][C:11]1[C:2]([Cl:1])=[C:3]([CH:8]=[CH:9][CH:10]=1)[C:4]([O:6][CH3:7])=[O:5]. The yield is 0.660. (2) The reactants are [NH:1]([C:27]([O:29]CC1C2C(=CC=CC=2)C2C1=CC=CC=2)=[O:28])[C@H:2]([C:24]([OH:26])=[O:25])[CH2:3][O:4][C:5]([C:18]1[CH:23]=[CH:22][CH:21]=[CH:20][CH:19]=1)([C:12]1[CH:17]=[CH:16][CH:15]=[CH:14][CH:13]=1)[C:6]1[CH:11]=[CH:10][CH:9]=[CH:8][CH:7]=1.[OH-].[Na+].C(OC(O[C:49]([CH3:52])([CH3:51])[CH3:50])=O)(O[C:49]([CH3:52])([CH3:51])[CH3:50])=O.C(O)(C)(C)C. The catalyst is C(Cl)Cl.C(NCC)C.O.C(=O)(O)[O-].[Na+]. The product is [NH:1]([C:27]([O:29][C:49]([CH3:52])([CH3:51])[CH3:50])=[O:28])[C@H:2]([C:24]([OH:26])=[O:25])[CH2:3][O:4][C:5]([C:12]1[CH:13]=[CH:14][CH:15]=[CH:16][CH:17]=1)([C:18]1[CH:19]=[CH:20][CH:21]=[CH:22][CH:23]=1)[C:6]1[CH:7]=[CH:8][CH:9]=[CH:10][CH:11]=1. The yield is 0.780. (3) The reactants are [C:1]1([C:7]2[C:11]([C:12]([F:15])([F:14])[F:13])=[C:10]([C:16]([CH:18]3[CH2:27][CH2:26][C:25]4[C:20](=[CH:21][CH:22]=[C:23]([CH:28]=[CH2:29])[CH:24]=4)[C:19]3=O)=O)[O:9][N:8]=2)[CH:6]=[CH:5][CH:4]=[CH:3][CH:2]=1.CO.O.[NH2:34][NH2:35]. The catalyst is O1CCOCC1. The product is [C:1]1([C:7]2[C:11]([C:12]([F:13])([F:15])[F:14])=[C:10]([C:16]3[NH:34][N:35]=[C:19]4[C:18]=3[CH2:27][CH2:26][C:25]3[CH:24]=[C:23]([CH:28]=[CH2:29])[CH:22]=[CH:21][C:20]4=3)[O:9][N:8]=2)[CH:2]=[CH:3][CH:4]=[CH:5][CH:6]=1. The yield is 0.746.